This data is from Full USPTO retrosynthesis dataset with 1.9M reactions from patents (1976-2016). The task is: Predict the reactants needed to synthesize the given product. Given the product [CH3:9][O:10][C:11]1[CH:18]=[C:17]([O:19][CH3:20])[CH:16]=[CH:15][C:12]=1[C:13]1[NH:1][C:2]2[N:6]([C:25]=1[NH:24][CH:21]([CH3:23])[CH3:22])[N:5]=[CH:4][C:3]=2[C:7]#[N:8], predict the reactants needed to synthesize it. The reactants are: [NH2:1][C:2]1[NH:6][N:5]=[CH:4][C:3]=1[C:7]#[N:8].[CH3:9][O:10][C:11]1[CH:18]=[C:17]([O:19][CH3:20])[CH:16]=[CH:15][C:12]=1[CH:13]=O.[CH:21]([N+:24]#[C-:25])([CH3:23])[CH3:22].Cl(O)(=O)(=O)=O.